Dataset: Forward reaction prediction with 1.9M reactions from USPTO patents (1976-2016). Task: Predict the product of the given reaction. Given the reactants F[C:2]1[C:9]([F:10])=[CH:8][CH:7]=[CH:6][C:3]=1[CH:4]=[O:5].[Cl:11][C:12]1[CH:17]=[CH:16][C:15]([SH:18])=[CH:14][CH:13]=1.C([O-])([O-])=O.[K+].[K+].O, predict the reaction product. The product is: [Cl:11][C:12]1[CH:17]=[CH:16][C:15]([S:18][C:2]2[C:9]([F:10])=[CH:8][CH:7]=[CH:6][C:3]=2[CH:4]=[O:5])=[CH:14][CH:13]=1.